Dataset: Reaction yield outcomes from USPTO patents with 853,638 reactions. Task: Predict the reaction yield, written as a fraction of the theoretical maximum amount of product (1.0 means a 100% yield; for example, 0.34 means a 34% yield). (1) The reactants are [F:1][C:2]1[CH:7]=[CH:6][CH:5]=[C:4]([F:8])[C:3]=1[C:9]1[S:10][C:11]([NH:30][C:31](=[O:37])[O:32][C:33]([CH3:36])([CH3:35])[CH3:34])=[C:12]([C:14](=[O:29])[NH:15][C:16]2[CH:17]=[N:18][N:19]([CH3:28])[C:20]=2[CH:21]2[CH2:26][CH2:25][C:24](=[O:27])[CH2:23][CH2:22]2)[N:13]=1.[BH4-].[Na+]. The catalyst is CO. The product is [F:1][C:2]1[CH:7]=[CH:6][CH:5]=[C:4]([F:8])[C:3]=1[C:9]1[S:10][C:11]([NH:30][C:31](=[O:37])[O:32][C:33]([CH3:35])([CH3:34])[CH3:36])=[C:12]([C:14](=[O:29])[NH:15][C:16]2[CH:17]=[N:18][N:19]([CH3:28])[C:20]=2[CH:21]2[CH2:22][CH2:23][CH:24]([OH:27])[CH2:25][CH2:26]2)[N:13]=1. The yield is 0.850. (2) The reactants are NC1C=CC(Cl)=CC=1C(C1C=CC(F)=CC=1)=O.[NH2:18][C:19]1[CH:24]=[CH:23][C:22]([CH3:25])=[CH:21][CH:20]=1.[F:26][C:27]1[CH:35]=[CH:34][CH:33]=[C:32]([F:36])[C:28]=1[C:29](Cl)=[O:30]. No catalyst specified. The product is [NH2:18][C:19]1[CH:24]=[CH:23][C:22]([CH3:25])=[CH:21][C:20]=1[C:29]([C:28]1[C:27]([F:26])=[CH:35][CH:34]=[CH:33][C:32]=1[F:36])=[O:30]. The yield is 0.160. (3) The yield is 0.837. The catalyst is C(O)(C)(C)C.C1C=CC(/C=C/C(/C=C/C2C=CC=CC=2)=O)=CC=1.C1C=CC(/C=C/C(/C=C/C2C=CC=CC=2)=O)=CC=1.C1C=CC(/C=C/C(/C=C/C2C=CC=CC=2)=O)=CC=1.[Pd].[Pd].C1([C@@H]2C[C@H]2C([O-])=O)C=CC=CC=1.[Cu+2].C1([C@@H]2C[C@H]2C([O-])=O)C=CC=CC=1.C1C=CC(P(C2C(C3C(P(C4C=CC=CC=4)C4C=CC=CC=4)=CC=C4C=3C=CC=C4)=C3C(C=CC=C3)=CC=2)C2C=CC=CC=2)=CC=1. The product is [Cl:30][C:31]1[CH:36]=[C:35]([N:3]2[N:2]=[N:1][C:5]([CH:6]3[CH2:11][O:10][CH2:9][CH2:8][N:7]3[C:12]([O:14][C:15]([CH3:18])([CH3:17])[CH3:16])=[O:13])=[N:4]2)[CH:34]=[CH:33][CH:32]=1. The reactants are [N:1]1[NH:2][N:3]=[N:4][C:5]=1[CH:6]1[CH2:11][O:10][CH2:9][CH2:8][N:7]1[C:12]([O:14][C:15]([CH3:18])([CH3:17])[CH3:16])=[O:13].CC(C)([O-])C.[Na+].F[B-](F)(F)F.[Cl:30][C:31]1[CH:32]=[C:33]([I+][C:33]2[CH:34]=[CH:35][CH:36]=[C:31]([Cl:30])[CH:32]=2)[CH:34]=[CH:35][CH:36]=1. (4) The reactants are [CH3:1][N:2]([CH:10]1[CH2:15][CH2:14][CH2:13][CH:12]([C:16]2[C:24]3[C:19](=[CH:20][CH:21]=[C:22]([N+:25]([O-])=O)[CH:23]=3)[NH:18][CH:17]=2)[CH2:11]1)[C:3](=[O:9])[O:4][C:5]([CH3:8])([CH3:7])[CH3:6].O.NN. The catalyst is CO.O.[Ni]. The product is [NH2:25][C:22]1[CH:23]=[C:24]2[C:19](=[CH:20][CH:21]=1)[NH:18][CH:17]=[C:16]2[CH:12]1[CH2:13][CH2:14][CH2:15][CH:10]([N:2]([CH3:1])[C:3](=[O:9])[O:4][C:5]([CH3:6])([CH3:7])[CH3:8])[CH2:11]1. The yield is 0.920. (5) The reactants are [CH3:1][O:2][C:3](=[O:7])[CH2:4][CH2:5][NH2:6].C(O)(=O)C.[NH:12]1[C:20]2[C:15](=[CH:16][C:17]([NH:21][C:22]3[C:23]4[S:30][C:29]([C:31]5[CH:38]=[CH:37][C:34]([CH:35]=O)=[CH:33][CH:32]=5)=[CH:28][C:24]=4[N:25]=[CH:26][N:27]=3)=[CH:18][CH:19]=2)[CH:14]=[CH:13]1.C([BH3-])#N.[Na+]. The catalyst is CO.C(Cl)(Cl)Cl.O. The product is [CH3:1][O:2][C:3](=[O:7])[CH2:4][CH2:5][NH:6][CH2:35][C:34]1[CH:33]=[CH:32][C:31]([C:29]2[S:30][C:23]3[C:22]([NH:21][C:17]4[CH:16]=[C:15]5[C:20](=[CH:19][CH:18]=4)[NH:12][CH:13]=[CH:14]5)=[N:27][CH:26]=[N:25][C:24]=3[CH:28]=2)=[CH:38][CH:37]=1. The yield is 0.410.